Dataset: Reaction yield outcomes from USPTO patents with 853,638 reactions. Task: Predict the reaction yield, written as a fraction of the theoretical maximum amount of product (1.0 means a 100% yield; for example, 0.34 means a 34% yield). (1) The reactants are [CH2:1]([C:4]([CH:11]([C:16](=[O:37])[NH:17][CH:18]1[C:24](=[O:25])[N:23]([CH3:26])[C:22]2[CH:27]=[CH:28][CH:29]=[CH:30][C:21]=2[C:20]([C:31]2[CH:36]=[CH:35][CH:34]=[CH:33][CH:32]=2)=[N:19]1)[CH2:12][CH:13]([CH3:15])[CH3:14])([CH2:8][CH:9]=[CH2:10])[C:5](O)=[O:6])[CH:2]=[CH2:3].C[N:39](C(ON1N=NC2C=CC=NC1=2)=[N+](C)C)C.F[P-](F)(F)(F)(F)F.CCN(C(C)C)C(C)C. The catalyst is CN(C=O)C.C(OCC)(=O)C.O. The product is [CH2:1]([C:4]([CH2:8][CH:9]=[CH2:10])([CH:11]([CH2:12][CH:13]([CH3:15])[CH3:14])[C:16]([NH:17][CH:18]1[C:24](=[O:25])[N:23]([CH3:26])[C:22]2[CH:27]=[CH:28][CH:29]=[CH:30][C:21]=2[C:20]([C:31]2[CH:32]=[CH:33][CH:34]=[CH:35][CH:36]=2)=[N:19]1)=[O:37])[C:5]([NH2:39])=[O:6])[CH:2]=[CH2:3]. The yield is 0.480. (2) The reactants are [Cl:1][C:2]1[CH:7]=[CH:6][C:5]([C:8]2[C:12]([CH2:13]O)=[C:11]([CH3:15])[O:10][N:9]=2)=[CH:4][CH:3]=1.S(Cl)([Cl:18])=O. No catalyst specified. The product is [Cl:18][CH2:13][C:12]1[C:8]([C:5]2[CH:6]=[CH:7][C:2]([Cl:1])=[CH:3][CH:4]=2)=[N:9][O:10][C:11]=1[CH3:15]. The yield is 0.910.